Dataset: Forward reaction prediction with 1.9M reactions from USPTO patents (1976-2016). Task: Predict the product of the given reaction. (1) Given the reactants C([O:8][C:9]([C:11]1[S:22][C:14]2[N:15]([CH3:21])[C:16](=[O:20])[NH:17][C:18](=[O:19])[C:13]=2[CH:12]=1)=[O:10])C1C=CC=CC=1, predict the reaction product. The product is: [CH3:21][N:15]1[C:14]2[S:22][C:11]([C:9]([OH:10])=[O:8])=[CH:12][C:13]=2[C:18](=[O:19])[NH:17][C:16]1=[O:20]. (2) Given the reactants [Li+].[CH3:2][C:3]1[C:4]([C:24]([O-])=[O:25])=[CH:5][C:6]2[O:10][C:9]([C:17]3[CH:22]=[CH:21][CH:20]=[CH:19][CH:18]=3)([C:11]3[CH:16]=[CH:15][CH:14]=[CH:13][CH:12]=3)[O:8][C:7]=2[CH:23]=1.C[N+](C)=C(N(C)C)O[N:31]1[C:35]2C=[CH:37][CH:38]=[CH:39][C:34]=2N=N1.F[P-](F)(F)(F)(F)F.N1CCCCC1, predict the reaction product. The product is: [CH3:2][C:3]1[C:4]([C:24]([N:31]2[CH2:37][CH2:38][CH2:39][CH2:34][CH2:35]2)=[O:25])=[CH:5][C:6]2[O:10][C:9]([C:11]3[CH:16]=[CH:15][CH:14]=[CH:13][CH:12]=3)([C:17]3[CH:18]=[CH:19][CH:20]=[CH:21][CH:22]=3)[O:8][C:7]=2[CH:23]=1.